Dataset: Peptide-MHC class I binding affinity with 185,985 pairs from IEDB/IMGT. Task: Regression. Given a peptide amino acid sequence and an MHC pseudo amino acid sequence, predict their binding affinity value. This is MHC class I binding data. (1) The peptide sequence is IPATLFVWYF. The MHC is HLA-B53:01 with pseudo-sequence HLA-B53:01. The binding affinity (normalized) is 0.750. (2) The peptide sequence is LGLITNTIA. The MHC is HLA-A02:01 with pseudo-sequence HLA-A02:01. The binding affinity (normalized) is 0.0322. (3) The peptide sequence is DYAEISFML. The MHC is HLA-A01:01 with pseudo-sequence HLA-A01:01. The binding affinity (normalized) is 0.0739. (4) The peptide sequence is YQLWTALISL. The MHC is HLA-A02:01 with pseudo-sequence HLA-A02:01. The binding affinity (normalized) is 0.729. (5) The peptide sequence is LEMQHLISL. The MHC is HLA-B15:42 with pseudo-sequence HLA-B15:42. The binding affinity (normalized) is 0.213. (6) The peptide sequence is ALGGSIAVK. The MHC is HLA-A03:01 with pseudo-sequence HLA-A03:01. The binding affinity (normalized) is 0.748. (7) The binding affinity (normalized) is 0.898. The peptide sequence is EVADRILFM. The MHC is HLA-A26:01 with pseudo-sequence HLA-A26:01. (8) The MHC is HLA-A23:01 with pseudo-sequence HLA-A23:01. The binding affinity (normalized) is 0.0847. The peptide sequence is FAAPHRGVA.